This data is from Reaction yield outcomes from USPTO patents with 853,638 reactions. The task is: Predict the reaction yield, written as a fraction of the theoretical maximum amount of product (1.0 means a 100% yield; for example, 0.34 means a 34% yield). (1) The reactants are [C:1]1([C:7]2[N:11]3[CH2:12][CH2:13][N:14]([C:16]([O:18][C:19]([CH3:22])([CH3:21])[CH3:20])=[O:17])[CH2:15][C:10]3=[C:9]([C:23]([O:25]C)=[O:24])[N:8]=2)[CH:6]=[CH:5][CH:4]=[CH:3][CH:2]=1.[Li+].[OH-].C(O)C. The catalyst is C1COCC1. The product is [C:19]([O:18][C:16]([N:14]1[CH2:13][CH2:12][N:11]2[C:7]([C:1]3[CH:6]=[CH:5][CH:4]=[CH:3][CH:2]=3)=[N:8][C:9]([C:23]([OH:25])=[O:24])=[C:10]2[CH2:15]1)=[O:17])([CH3:22])([CH3:20])[CH3:21]. The yield is 1.00. (2) The reactants are [Cl:1][C:2]1[C:11]2[C:6](=[C:7]([NH2:12])[CH:8]=[CH:9][CH:10]=2)[N:5]=[CH:4][CH:3]=1.[N+:13]([C:16]1[CH:21]=[CH:20][CH:19]=[CH:18][C:17]=1[S:22](Cl)(=[O:24])=[O:23])([O-:15])=[O:14].N1C=CC=CC=1. The product is [Cl:1][C:2]1[C:11]2[C:6](=[C:7]([NH:12][S:22]([C:17]3[CH:18]=[CH:19][CH:20]=[CH:21][C:16]=3[N+:13]([O-:15])=[O:14])(=[O:23])=[O:24])[CH:8]=[CH:9][CH:10]=2)[N:5]=[CH:4][CH:3]=1. The catalyst is CN(C1C=CN=CC=1)C.C(Cl)Cl. The yield is 0.740. (3) The catalyst is ClCCCl. The yield is 0.890. The product is [Cl:1][C:2]1[CH:3]=[C:4]2[C:5](=[CH:6][CH:7]=1)[CH:8]=[C:9]1[CH2:10][CH2:11][CH2:12][C:13]1=[C:14]2[S:15]([C:18]1[CH:19]=[CH:20][CH:21]=[CH:22][CH:23]=1)(=[O:16])=[O:17]. The reactants are [Cl:1][C:2]1[CH:7]=[CH:6][C:5](/[CH:8]=[CH:9]/[CH2:10][CH2:11][CH2:12][C:13]#[C:14][S:15]([C:18]2[CH:23]=[CH:22][CH:21]=[CH:20][CH:19]=2)(=[O:17])=[O:16])=[CH:4][CH:3]=1. (4) The reactants are [Br:1][C:2]1[CH:7]=[C:6]([CH3:8])[C:5]([NH:9][NH2:10])=[C:4]([CH3:11])[CH:3]=1.[ClH:12].CO. The catalyst is C(OCC)(=O)C. The product is [ClH:12].[Br:1][C:2]1[CH:3]=[C:4]([CH3:11])[C:5]([NH:9][NH2:10])=[C:6]([CH3:8])[CH:7]=1. The yield is 0.640. (5) The reactants are [CH2:1]1[C:10](=O)[CH2:9][C:8]2[C:3](=[CH:4][CH:5]=[CH:6][CH:7]=2)[CH2:2]1.[C:12]1([C@@H:18]([NH2:20])[CH3:19])[CH:17]=[CH:16][CH:15]=[CH:14][CH:13]=1.C(O)=O. The catalyst is CO. The product is [C:12]1([C@@H:18]([NH:20][CH:10]2[CH2:1][CH2:2][C:3]3[C:8](=[CH:7][CH:6]=[CH:5][CH:4]=3)[CH2:9]2)[CH3:19])[CH:17]=[CH:16][CH:15]=[CH:14][CH:13]=1. The yield is 0.980.